Task: Predict the reactants needed to synthesize the given product.. Dataset: Full USPTO retrosynthesis dataset with 1.9M reactions from patents (1976-2016) (1) Given the product [Br:22][C:23]1[CH:24]=[C:25]([C:10]2[C:11]3[CH:12]=[CH:13][CH:14]=[CH:15][C:16]=3[C:17]3[C:18]4[CH:1]=[CH:2][CH:3]=[CH:4][C:5]=4[CH:6]=[CH:7][C:8]=3[CH:9]=2)[CH:26]=[CH:27][CH:28]=1, predict the reactants needed to synthesize it. The reactants are: [CH:1]1[C:18]2[C:17]3[C:16]4[CH:15]=[CH:14][CH:13]=[CH:12][C:11]=4[CH:10]=[CH:9][C:8]=3[CH:7]=[C:6](B(O)O)[C:5]=2[CH:4]=[CH:3][CH:2]=1.[Br:22][C:23]1[CH:24]=[C:25](I)[CH:26]=[CH:27][CH:28]=1.C1(C)C=CC=CC=1.C(=O)([O-])[O-].[Na+].[Na+]. (2) Given the product [CH2:1]([N:9]([CH2:29][CH2:30][C:31]1[CH:32]=[CH:33][CH:34]=[CH:35][CH:36]=1)[C:10]1[CH:15]=[CH:14][C:13]([S:16][C:17]2[CH:22]=[CH:21][C:20]([CH2:23][C:24]([OH:26])=[O:25])=[CH:19][CH:18]=2)=[CH:12][CH:11]=1)[CH2:2][C:3]1[CH:4]=[CH:5][CH:6]=[CH:7][CH:8]=1, predict the reactants needed to synthesize it. The reactants are: [CH2:1]([N:9]([CH2:29][CH2:30][C:31]1[CH:36]=[CH:35][CH:34]=[CH:33][CH:32]=1)[C:10]1[CH:15]=[CH:14][C:13]([S:16][C:17]2[CH:22]=[CH:21][C:20]([CH2:23][C:24]([O:26]CC)=[O:25])=[CH:19][CH:18]=2)=[CH:12][CH:11]=1)[CH2:2][C:3]1[CH:8]=[CH:7][CH:6]=[CH:5][CH:4]=1.[OH-].[Na+].O.C(O)C. (3) Given the product [ClH:1].[CH:32]([N:35]1[CH2:40][CH2:39][N:38]([C:2]2[N:7]=[C:6]([C:8]3[CH:13]=[CH:12][CH:11]=[CH:10][CH:9]=3)[N:5]=[C:4]([C:14]([NH:16][C:17]3[CH:22]=[CH:21][CH:20]=[CH:19][C:18]=3[C:23]3[S:24][C:25]4[CH:26]=[N:27][CH:28]=[CH:29][C:30]=4[N:31]=3)=[O:15])[CH:3]=2)[CH2:37][CH2:36]1)([CH3:34])[CH3:33], predict the reactants needed to synthesize it. The reactants are: [Cl:1][C:2]1[N:7]=[C:6]([C:8]2[CH:13]=[CH:12][CH:11]=[CH:10][CH:9]=2)[N:5]=[C:4]([C:14]([NH:16][C:17]2[CH:22]=[CH:21][CH:20]=[CH:19][C:18]=2[C:23]2[S:24][C:25]3[CH:26]=[N:27][CH:28]=[CH:29][C:30]=3[N:31]=2)=[O:15])[CH:3]=1.[CH:32]([N:35]1[CH2:40][CH2:39][NH:38][CH2:37][CH2:36]1)([CH3:34])[CH3:33]. (4) Given the product [CH3:19][O:20][CH2:21][CH2:22][NH:23][C:24]1[N:25]=[CH:26][C:27]([NH:30][C:12]([C:10]2[N:11]=[C:7]([C:1]3[CH:2]=[CH:3][CH:4]=[CH:5][CH:6]=3)[O:8][C:9]=2[C:15]([F:18])([F:17])[F:16])=[O:14])=[CH:28][CH:29]=1, predict the reactants needed to synthesize it. The reactants are: [C:1]1([C:7]2[O:8][C:9]([C:15]([F:18])([F:17])[F:16])=[C:10]([C:12]([OH:14])=O)[N:11]=2)[CH:6]=[CH:5][CH:4]=[CH:3][CH:2]=1.[CH3:19][O:20][CH2:21][CH2:22][NH:23][C:24]1[CH:29]=[CH:28][C:27]([NH2:30])=[CH:26][N:25]=1. (5) The reactants are: [C:1]([N:4]1[C:9]2=[CH:10][CH:11]=[C:12]3[C:17]([N:16]=[C:15]([CH:18]([CH3:20])[CH3:19])[N:14]([C:21]4[CH:26]=[CH:25][C:24]([Cl:27])=[CH:23][CH:22]=4)[C:13]3=[O:28])=[C:8]2[CH:7]([C:29]([CH3:31])=[CH2:30])[CH2:6][CH2:5]1)(=[O:3])[CH3:2]. Given the product [C:1]([N:4]1[C:9]2=[CH:10][CH:11]=[C:12]3[C:17]([N:16]=[C:15]([CH:18]([CH3:20])[CH3:19])[N:14]([C:21]4[CH:22]=[CH:23][C:24]([Cl:27])=[CH:25][CH:26]=4)[C:13]3=[O:28])=[C:8]2[CH:7]([CH:29]([CH3:31])[CH3:30])[CH2:6][CH2:5]1)(=[O:3])[CH3:2], predict the reactants needed to synthesize it. (6) Given the product [Br:19][CH2:17][C:14]1[CH:15]=[CH:16][C:11]([O:10][C:8]2[CH:7]=[CH:6][C:3]([C:4]#[N:5])=[C:2]([Cl:1])[CH:9]=2)=[CH:12][C:13]=1[Cl:18], predict the reactants needed to synthesize it. The reactants are: [Cl:1][C:2]1[CH:9]=[C:8]([O:10][C:11]2[CH:16]=[CH:15][C:14]([CH3:17])=[C:13]([Cl:18])[CH:12]=2)[CH:7]=[CH:6][C:3]=1[C:4]#[N:5].[Br:19]N1C(=O)CCC1=O.C(OOC(=O)C1C=CC=CC=1)(=O)C1C=CC=CC=1. (7) Given the product [N:12]1[CH:17]=[CH:16][CH:15]=[C:14]([NH:18][C:1]([NH2:9])=[O:8])[CH:13]=1, predict the reactants needed to synthesize it. The reactants are: [C:1]([N:9]=C=O)(=[O:8])C1C=CC=CC=1.[N:12]1[CH:17]=[CH:16][CH:15]=[C:14]([NH2:18])[CH:13]=1.[OH-].[Na+]. (8) Given the product [CH2:20]([O:24][CH2:25][CH2:26][O:27][C:28]1[CH:29]=[CH:30][C:31]([C:2]2[CH:3]=[CH:4][C:5]([N:15]3[CH2:19][CH2:18][CH2:17][CH2:16]3)=[C:6](/[CH:8]=[CH:9]/[C:10]([O:12][CH2:13][CH3:14])=[O:11])[CH:7]=2)=[CH:32][CH:33]=1)[CH2:21][CH2:22][CH3:23], predict the reactants needed to synthesize it. The reactants are: Br[C:2]1[CH:3]=[CH:4][C:5]([N:15]2[CH2:19][CH2:18][CH2:17][CH2:16]2)=[C:6](/[CH:8]=[CH:9]/[C:10]([O:12][CH2:13][CH3:14])=[O:11])[CH:7]=1.[CH2:20]([O:24][CH2:25][CH2:26][O:27][C:28]1[CH:33]=[CH:32][C:31](OB(O)O)=[CH:30][CH:29]=1)[CH2:21][CH2:22][CH3:23].C(=O)([O-])[O-].[K+].[K+]. (9) Given the product [C:1]([C:5]1[CH:9]=[C:8]([NH:10][C:11]([NH:13][C@@H:14]2[C:23]3[C:18](=[CH:19][CH:20]=[CH:21][CH:22]=3)[C@H:17]([O:24][C:25]3[CH:26]=[CH:27][C:28]4[N:29]([C:31]([N:34]5[CH2:35][CH2:36][CH2:37][CH2:38][CH2:39]5)=[N:32][N:33]=4)[CH:30]=3)[CH2:16][CH2:15]2)=[O:12])[N:7]([C:40]2[CH:41]=[N:42][N:43]([CH2:45][CH2:46][CH2:47][O:48][S:59]([CH3:58])(=[O:61])=[O:60])[CH:44]=2)[N:6]=1)([CH3:4])([CH3:2])[CH3:3], predict the reactants needed to synthesize it. The reactants are: [C:1]([C:5]1[CH:9]=[C:8]([NH:10][C:11]([NH:13][C@@H:14]2[C:23]3[C:18](=[CH:19][CH:20]=[CH:21][CH:22]=3)[C@H:17]([O:24][C:25]3[CH:26]=[CH:27][C:28]4[N:29]([C:31]([N:34]5[CH2:39][CH2:38][CH2:37][CH2:36][CH2:35]5)=[N:32][N:33]=4)[CH:30]=3)[CH2:16][CH2:15]2)=[O:12])[N:7]([C:40]2[CH:41]=[N:42][N:43]([CH2:45][CH2:46][CH2:47][OH:48])[CH:44]=2)[N:6]=1)([CH3:4])([CH3:3])[CH3:2].CCN(C(C)C)C(C)C.[CH3:58][S:59](Cl)(=[O:61])=[O:60].